This data is from Forward reaction prediction with 1.9M reactions from USPTO patents (1976-2016). The task is: Predict the product of the given reaction. Given the reactants C(OC1C=CC(C2N3C(N=C4CCCCCC=24)=CC=N3)=CC=1)C1C=CC=CC=1.Cl[C:30]1[N:41]2[C:37](=[CH:38][CH:39]=[N:40]2)[N:36]=[C:35]2[C:31]=1[CH2:32][O:33][CH2:34]2.[O:42]1[CH2:47][CH2:46][CH2:45][CH2:44][CH:43]1[O:48][C:49]1[CH:54]=[CH:53][C:52](B(O)O)=[CH:51][CH:50]=1, predict the reaction product. The product is: [O:42]1[CH2:47][CH2:46][CH2:45][CH2:44][CH:43]1[O:48][C:49]1[CH:54]=[CH:53][C:52]([C:30]2[N:41]3[C:37](=[CH:38][CH:39]=[N:40]3)[N:36]=[C:35]3[C:31]=2[CH2:32][O:33][CH2:34]3)=[CH:51][CH:50]=1.